From a dataset of Reaction yield outcomes from USPTO patents with 853,638 reactions. Predict the reaction yield, written as a fraction of the theoretical maximum amount of product (1.0 means a 100% yield; for example, 0.34 means a 34% yield). (1) The yield is 0.960. The catalyst is S(=O)(=O)(O)O. The product is [NH2:11][C:10]1[C:2]([F:1])=[C:3]2[C:7](=[CH:8][CH:9]=1)[C:6](=[O:15])[CH2:5][CH2:4]2. The reactants are [F:1][C:2]1[C:10]([NH:11]C(=O)C)=[CH:9][CH:8]=[C:7]2[C:3]=1[CH2:4][CH2:5][C:6]2=[O:15].[OH-].[Na+]. (2) The reactants are C(Cl)(=O)[C:2](Cl)=[O:3].[NH2:7][C:8]1[N:13]=[C:12]([O:14][CH2:15][C:16]([F:19])([F:18])[F:17])[CH:11]=[C:10]([O:20][CH2:21][C:22]([F:25])([F:24])[F:23])[N:9]=1.NC1N=CC=CN=1. The catalyst is O1CCOCC1. The product is [N:7]([C:8]1[N:9]=[C:10]([O:20][CH2:21][C:22]([F:25])([F:23])[F:24])[CH:11]=[C:12]([O:14][CH2:15][C:16]([F:18])([F:19])[F:17])[N:13]=1)=[C:2]=[O:3]. The yield is 0.820. (3) The reactants are [ClH:1].[NH:2]1[CH2:7][CH2:6][CH:5]([O:8][C:9]2[CH:10]=[N:11][CH:12]=[CH:13][CH:14]=2)[CH2:4][CH2:3]1. No catalyst specified. The product is [ClH:1].[ClH:1].[NH:2]1[CH2:7][CH2:6][CH:5]([O:8][C:9]2[CH:10]=[N:11][CH:12]=[CH:13][CH:14]=2)[CH2:4][CH2:3]1. The yield is 0.637. (4) The reactants are CO[C:3](=[O:28])[C:4]1[CH:9]=[CH:8][C:7]([O:10][CH2:11][C:12]2[C:13]([C:21]3[CH:26]=[CH:25][C:24]([F:27])=[CH:23][CH:22]=3)=[N:14][O:15][C:16]=2[C:17]([F:20])([F:19])[F:18])=[N:6][CH:5]=1.[CH2:29]([CH2:31][NH2:32])[OH:30]. No catalyst specified. The product is [F:27][C:24]1[CH:25]=[CH:26][C:21]([C:13]2[C:12]([CH2:11][O:10][C:7]3[CH:8]=[CH:9][C:4]([C:3]([NH:32][CH2:31][CH2:29][OH:30])=[O:28])=[CH:5][N:6]=3)=[C:16]([C:17]([F:18])([F:20])[F:19])[O:15][N:14]=2)=[CH:22][CH:23]=1. The yield is 0.180.